Dataset: Forward reaction prediction with 1.9M reactions from USPTO patents (1976-2016). Task: Predict the product of the given reaction. Given the reactants [CH3:1][O:2][CH2:3]Cl.[Br:5][C:6]1[C:11]([NH:12][S:13]([C:16]2[CH:21]=[CH:20][CH:19]=[C:18]([C:22]([F:25])([F:24])[F:23])[CH:17]=2)(=[O:15])=[O:14])=[CH:10][C:9]([Cl:26])=[CH:8][N:7]=1.C(=O)([O-])[O-].[K+].[K+], predict the reaction product. The product is: [Br:5][C:6]1[C:11]([N:12]([CH2:3][O:2][CH3:1])[S:13]([C:16]2[CH:21]=[CH:20][CH:19]=[C:18]([C:22]([F:25])([F:23])[F:24])[CH:17]=2)(=[O:14])=[O:15])=[CH:10][C:9]([Cl:26])=[CH:8][N:7]=1.